From a dataset of Full USPTO retrosynthesis dataset with 1.9M reactions from patents (1976-2016). Predict the reactants needed to synthesize the given product. (1) Given the product [Cl:1][CH2:2][C@H:3]([CH3:15])[CH2:4][O:5][C:6]1[CH:11]=[CH:10][C:9]([Br:26])=[CH:8][CH:7]=1, predict the reactants needed to synthesize it. The reactants are: [Cl:1][CH2:2][C@H:3]([CH3:15])[CH2:4][O:5][C:6]1[CH:11]=[C:10](F)[C:9](F)=[CH:8][C:7]=1F.FC1C=C(F)C(F)=CC=1O.[Br:26]C[C@@H](C)CCl. (2) Given the product [C:12]1([C:4]2[C:13]3[C:8](=[CH:9][CH:10]=[CH:11][CH:12]=3)[CH:7]=[CH:6][CH:5]=2)[C:11]([OH:14])=[CH:10][CH:9]=[C:8]2[C:13]=1[CH:4]=[CH:5][CH:6]=[CH:7]2, predict the reactants needed to synthesize it. The reactants are: C(O[C:4]1[C:13]2[C:8](=[CH:9][CH:10]=[CH:11][CH:12]=2)[CH:7]=[CH:6][CH:5]=1)=C.[OH2:14]. (3) Given the product [Cl:1][C:2]1[CH:3]=[C:4]([C@@H:8]2[C@@H:13]([C:14]3[CH:19]=[CH:18][C:17]([Cl:20])=[CH:16][CH:15]=3)[N:12]([CH:21]3[CH2:25][CH2:24][CH:23]=[CH:22]3)[C:11](=[O:26])[C@:10]([CH2:28][C:29]([OH:33])=[O:30])([CH3:27])[CH2:9]2)[CH:5]=[CH:6][CH:7]=1, predict the reactants needed to synthesize it. The reactants are: [Cl:1][C:2]1[CH:3]=[C:4]([C@@H:8]2[C@@H:13]([C:14]3[CH:19]=[CH:18][C:17]([Cl:20])=[CH:16][CH:15]=3)[N:12]([CH:21]3[CH2:25][CH2:24][CH:23]=[CH:22]3)[C:11](=[O:26])[C@:10]([CH2:28][CH:29]=[O:30])([CH3:27])[CH2:9]2)[CH:5]=[CH:6][CH:7]=1.CC(C)=[O:33].OS(O)(=O)=O.O=[Cr](=O)=O.